From a dataset of Forward reaction prediction with 1.9M reactions from USPTO patents (1976-2016). Predict the product of the given reaction. (1) Given the reactants [Cl:1][C:2]1[CH:3]=[C:4]([N:8]2[CH:12]=[N:11][C:10]([C:13]([N:15]3[CH2:20][CH2:19][N:18]([C:21]([C:23]4[CH:28]=[CH:27][CH:26]=[C:25]([C:29]5[CH2:33][CH2:32][CH2:31][CH:30]=5)[N:24]=4)=[O:22])[CH2:17][C:16]3([CH3:35])[CH3:34])=[O:14])=[N:9]2)[CH:5]=[CH:6][CH:7]=1, predict the reaction product. The product is: [Cl:1][C:2]1[CH:3]=[C:4]([N:8]2[CH:12]=[N:11][C:10]([C:13]([N:15]3[CH2:20][CH2:19][N:18]([C:21]([C:23]4[CH:28]=[CH:27][CH:26]=[C:25]([CH:29]5[CH2:33][CH2:32][CH2:31][CH2:30]5)[N:24]=4)=[O:22])[CH2:17][C:16]3([CH3:35])[CH3:34])=[O:14])=[N:9]2)[CH:5]=[CH:6][CH:7]=1. (2) Given the reactants [OH:1][C:2]1[CH:9]=[CH:8][C:5]([C:6]#[N:7])=[CH:4][CH:3]=1.[CH:10]1(O)[CH2:16][CH2:15][CH2:14][CH2:13][CH2:12][CH2:11]1.C(P(CCCC)CCCC)CCC.N1CCCCC1.N1CCCCC1.N(C(O)=O)=NC(O)=O, predict the reaction product. The product is: [CH:10]1([O:1][C:2]2[CH:9]=[CH:8][C:5]([C:6]#[N:7])=[CH:4][CH:3]=2)[CH2:16][CH2:15][CH2:14][CH2:13][CH2:12][CH2:11]1.